Dataset: Peptide-MHC class I binding affinity with 185,985 pairs from IEDB/IMGT. Task: Regression. Given a peptide amino acid sequence and an MHC pseudo amino acid sequence, predict their binding affinity value. This is MHC class I binding data. (1) The peptide sequence is RSLQTIASK. The MHC is HLA-A03:01 with pseudo-sequence HLA-A03:01. The binding affinity (normalized) is 0.963. (2) The peptide sequence is SALHLFKTTV. The MHC is H-2-Db with pseudo-sequence H-2-Db. The binding affinity (normalized) is 0.321. (3) The peptide sequence is GMFNMLSTV. The MHC is HLA-A02:11 with pseudo-sequence HLA-A02:11. The binding affinity (normalized) is 1.00. (4) The peptide sequence is VTKRDESSI. The MHC is HLA-A02:01 with pseudo-sequence HLA-A02:01. The binding affinity (normalized) is 0. (5) The peptide sequence is LQAGFFLLTR. The MHC is Patr-A0301 with pseudo-sequence Patr-A0301. The binding affinity (normalized) is 0.393. (6) The peptide sequence is VPAPAGPIV. The MHC is HLA-B40:01 with pseudo-sequence HLA-B40:01. The binding affinity (normalized) is 0.